This data is from Reaction yield outcomes from USPTO patents with 853,638 reactions. The task is: Predict the reaction yield, written as a fraction of the theoretical maximum amount of product (1.0 means a 100% yield; for example, 0.34 means a 34% yield). (1) The reactants are [C:1]([O:5][C:6]([NH:8][C:9]1[CH:10]=[N:11][CH:12]=[CH:13][C:14]=1[C@H:15]1[CH2:20][C@@H:19]([NH:21][C:22](=[O:28])[O:23][C:24]([CH3:27])([CH3:26])[CH3:25])[C@@H:18]([N:29]=[N+]=[N-])[C@@H:17]([CH3:32])[CH2:16]1)=[O:7])([CH3:4])([CH3:3])[CH3:2]. The catalyst is C(O)C.[Pd]. The product is [C:1]([O:5][C:6]([NH:8][C:9]1[CH:10]=[N:11][CH:12]=[CH:13][C:14]=1[C@H:15]1[CH2:20][C@@H:19]([NH:21][C:22](=[O:28])[O:23][C:24]([CH3:27])([CH3:26])[CH3:25])[C@@H:18]([NH2:29])[C@@H:17]([CH3:32])[CH2:16]1)=[O:7])([CH3:4])([CH3:2])[CH3:3]. The yield is 0.880. (2) The reactants are [OH:1][C:2]1[CH:11]=[CH:10][C:5]([C:6]([O:8][CH3:9])=[O:7])=[CH:4][C:3]=1I.[CH3:13][N:14](C(ON1N=NC2C=CC=CC1=2)=[N+](C)C)C.F[P-](F)(F)(F)(F)F.C1C=CC2N(O)N=NC=2C=1.Cl.CNOC.CCN(C(C)C)C(C)C. The catalyst is CN(C=O)C. The product is [C:13]([C:3]1[CH:4]=[C:5]([CH:10]=[CH:11][C:2]=1[OH:1])[C:6]([O:8][CH3:9])=[O:7])#[N:14]. The yield is 0.780. (3) The reactants are [NH:1]1[C:9]2[C:4](=[CH:5][CH:6]=[CH:7][CH:8]=2)[CH:3]=[C:2]1[CH:10]=O.[NH:12]1[C:16]2[CH:17]=[CH:18][CH:19]=[CH:20][C:15]=2[N:14]=[C:13]1[CH2:21][N:22]([CH:28]1[C:37]2[N:36]=[CH:35][CH:34]=[CH:33][C:32]=2[CH2:31][CH2:30][CH2:29]1)[CH2:23][CH2:24][CH2:25][CH2:26][NH2:27].[BH4-].[Na+]. The catalyst is CO. The product is [NH:12]1[C:16]2[CH:17]=[CH:18][CH:19]=[CH:20][C:15]=2[N:14]=[C:13]1[CH2:21][N:22]([CH:28]1[C:37]2[N:36]=[CH:35][CH:34]=[CH:33][C:32]=2[CH2:31][CH2:30][CH2:29]1)[CH2:23][CH2:24][CH2:25][CH2:26][NH:27][CH2:10][C:2]1[NH:1][C:9]2[C:4]([CH:3]=1)=[CH:5][CH:6]=[CH:7][CH:8]=2. The yield is 0.530. (4) The reactants are [H-].[Na+].[CH3:3][N:4]1[C:8]([CH2:9][CH2:10][S:11]([CH2:13][C:14]2[CH:19]=[CH:18][C:17]([OH:20])=[CH:16][CH:15]=2)=[O:12])=[CH:7][CH:6]=[N:5]1.Cl[CH2:22][C:23]1[N:24]=[C:25]([CH:28]=[CH:29][C:30]2[CH:35]=[CH:34][C:33]([O:36][C:37]([F:40])([F:39])[F:38])=[CH:32][CH:31]=2)[O:26][CH:27]=1.O. The catalyst is CN(C)C=O. The product is [CH3:3][N:4]1[C:8]([CH2:9][CH2:10][S:11]([CH2:13][C:14]2[CH:15]=[CH:16][C:17]([O:20][CH2:22][C:23]3[N:24]=[C:25](/[CH:28]=[CH:29]/[C:30]4[CH:31]=[CH:32][C:33]([O:36][C:37]([F:40])([F:38])[F:39])=[CH:34][CH:35]=4)[O:26][CH:27]=3)=[CH:18][CH:19]=2)=[O:12])=[CH:7][CH:6]=[N:5]1. The yield is 0.410. (5) The reactants are [Br:1][Si](C)(C)C.[CH2:6]([O:8][C:9](=[O:18])[CH2:10][C:11]1[CH:12]=[N:13][C:14](Cl)=[N:15][CH:16]=1)[CH3:7].C(OCC)C.[OH-].[Na+]. The catalyst is C(#N)CC. The product is [CH2:6]([O:8][C:9](=[O:18])[CH2:10][C:11]1[CH:12]=[N:13][C:14]([Br:1])=[N:15][CH:16]=1)[CH3:7]. The yield is 0.910. (6) The reactants are CC1(C)[O:9][C:8](=[O:10])[C:5]2([CH2:7][CH2:6]2)[C:4](=[O:11])O1.[Cl:13][C:14]1[CH:20]=[CH:19][CH:18]=[CH:17][C:15]=1[NH2:16]. The catalyst is C(O)C. The product is [Cl:13][C:14]1[CH:20]=[CH:19][CH:18]=[CH:17][C:15]=1[N:16]1[CH2:6][CH2:7][CH:5]([C:8]([OH:9])=[O:10])[C:4]1=[O:11]. The yield is 0.720. (7) The reactants are [CH3:1][S:2]([NH:5][C:6]1[CH:7]=[C:8]([C:12]2[CH:13]=[C:14]3[C:20]([C:21]4[CH:22]=[N:23][N:24]([CH2:26][C:27]5[CH:32]=[CH:31][CH:30]=[C:29]([N+:33]([O-:35])=[O:34])[CH:28]=5)[CH:25]=4)=[CH:19][N:18](C(OC(C)(C)C)=O)[C:15]3=[N:16][CH:17]=2)[CH:9]=[CH:10][CH:11]=1)(=[O:4])=[O:3].O1CCOCC1.Cl.C(OCC)(=O)C.C(=O)(O)[O-].[Na+]. The catalyst is CO.CCCCCC. The product is [N+:33]([C:29]1[CH:28]=[C:27]([CH:32]=[CH:31][CH:30]=1)[CH2:26][N:24]1[CH:25]=[C:21]([C:20]2[C:14]3[C:15](=[N:16][CH:17]=[C:12]([C:8]4[CH:7]=[C:6]([NH:5][S:2]([CH3:1])(=[O:4])=[O:3])[CH:11]=[CH:10][CH:9]=4)[CH:13]=3)[NH:18][CH:19]=2)[CH:22]=[N:23]1)([O-:35])=[O:34]. The yield is 0.620.